This data is from Blood-brain barrier permeability classification from the B3DB database. The task is: Regression/Classification. Given a drug SMILES string, predict its absorption, distribution, metabolism, or excretion properties. Task type varies by dataset: regression for continuous measurements (e.g., permeability, clearance, half-life) or binary classification for categorical outcomes (e.g., BBB penetration, CYP inhibition). Dataset: b3db_classification. The result is 1 (penetrates BBB). The drug is CNCC[C@@H](Oc1ccccc1C)c1ccccc1.